This data is from NCI-60 drug combinations with 297,098 pairs across 59 cell lines. The task is: Regression. Given two drug SMILES strings and cell line genomic features, predict the synergy score measuring deviation from expected non-interaction effect. Drug 1: CC=C1C(=O)NC(C(=O)OC2CC(=O)NC(C(=O)NC(CSSCCC=C2)C(=O)N1)C(C)C)C(C)C. Drug 2: CC1CCCC2(C(O2)CC(NC(=O)CC(C(C(=O)C(C1O)C)(C)C)O)C(=CC3=CSC(=N3)C)C)C. Cell line: RPMI-8226. Synergy scores: CSS=83.3, Synergy_ZIP=-4.04, Synergy_Bliss=-8.92, Synergy_Loewe=-10.6, Synergy_HSA=-7.44.